Dataset: NCI-60 drug combinations with 297,098 pairs across 59 cell lines. Task: Regression. Given two drug SMILES strings and cell line genomic features, predict the synergy score measuring deviation from expected non-interaction effect. (1) Drug 1: C1C(C(OC1N2C=NC3=C(N=C(N=C32)Cl)N)CO)O. Drug 2: CC(C)(C#N)C1=CC(=CC(=C1)CN2C=NC=N2)C(C)(C)C#N. Cell line: 786-0. Synergy scores: CSS=7.56, Synergy_ZIP=-1.60, Synergy_Bliss=3.83, Synergy_Loewe=0.236, Synergy_HSA=1.79. (2) Drug 1: C1CN1P(=S)(N2CC2)N3CC3. Drug 2: C1=NNC2=C1C(=O)NC=N2. Cell line: HL-60(TB). Synergy scores: CSS=71.1, Synergy_ZIP=2.05, Synergy_Bliss=2.43, Synergy_Loewe=-16.7, Synergy_HSA=2.56.